Binary Classification. Given a miRNA mature sequence and a target amino acid sequence, predict their likelihood of interaction. From a dataset of Experimentally validated miRNA-target interactions with 360,000+ pairs, plus equal number of negative samples. (1) The miRNA is hsa-miR-4679 with sequence UCUGUGAUAGAGAUUCUUUGCU. The protein sequence of the target gene is MDSAGQDINLNSPNKGLLSDSMTDVPVDTGVAARTPAVEGLTEAEEEELRAELTKVEEEIVTLRQVLAAKERHCGELKRRLGLSTLGELKQNLSRSWHDVQVSSAYVKTSEKLGEWNEKVTQSDLYKKTQETLSQAGQKTSAALSTVGSAISRKLGDMRNSATFKSFEDRVGTIKSKVVGDRENGSDNLPSSAGSGDKPLSDPAPF. Result: 1 (interaction). (2) The miRNA is cel-miR-58a-3p with sequence UGAGAUCGUUCAGUACGGCAAU. The protein sequence of the target gene is MGRDLRPGSRVLLLLLLLLLVYLTQPGNGNEGSVTGSCYCGKRISSDSPPSVQFMNRLRKHLRAYHRCLYYTRFQLLSWSVCGGNKDPWVQELMSCLDLKECGHAYSGIVAHQKHLLPTSPPISQASEGASSDIHTPAQMLLSTLQSTQRPTLPVGSLSSDKELTRPNETTIHTAGHSLAAGPEAGENQKQPEKNAGPTARTSATVPVLCLLAIIFILTAALSYVLCKRRRGQSPQSSPDLPVHYIPVAPDSNT. Result: 0 (no interaction). (3) The miRNA is hsa-miR-365b-5p with sequence AGGGACUUUCAGGGGCAGCUGU. The protein sequence of the target gene is MAAASPLRDCQAWKDARLPLSTTSNEACKLFDATLTQYVKWTNDKSLGGIEGCLSKLKAADPTFVMGHAMATGLVLIGTGSSVKLDKELDLAVKTMVEISRTQPLTRREQLHVSAVETFANGNFPKACELWEQILQDHPTDMLALKFSHDAYFYLGYQEQMRDSVARIYPFWTPDIPLSSYVKGIYSFGLMETNFYDQAEKLAKEALSINPTDAWSVHTVAHIHEMKAEIKDGLEFMQHSETFWKDSDMLACHNYWHWALYLIEKGEYEAALTIYDTHILPSLQANDAMLDVVDSCSMLY.... Result: 1 (interaction). (4) Result: 0 (no interaction). The protein sequence of the target gene is MAGWQSYVDNLMCDGCCQEAAIVGYCDAKYVWAATAGGVFQSITPIEIDMIVGKDREGFFTNGLTLGAKKCSVIRDSLYVDGDCTMDIRTKSQGGEPTYNVAVGRAGRVLVFVMGKEGVHGGGLNKKAYSMAKYLRDSGF. The miRNA is hsa-miR-3175 with sequence CGGGGAGAGAACGCAGUGACGU. (5) The miRNA is hsa-miR-3666 with sequence CAGUGCAAGUGUAGAUGCCGA. The protein sequence of the target gene is MSEEVTYATLTFQDSAGARNNRDGNNLRKRGHPAPSPIWRHAALGLVTLCLMLLIGLVTLGMMFLQISNDINSDSEKLSQLQKTIQQQQDNLSQQLGNSNNLSMEEEFLKSQISSVLKRQEQMAIKLCQELIIHTSDHRCNPCPKMWQWYQNSCYYFTTNEEKTWANSRKDCIDKNSTLVKIDSLEEKDFLMSQPLLMFSFFWLGLSWDSSGRSWFWEDGSVPSPSLFSTKELDQINGSKGCAYFQKGNIYISRCSAEIFWICEKTAAPVKTEDLD. Result: 1 (interaction). (6) The miRNA is mmu-miR-495-3p with sequence AAACAAACAUGGUGCACUUCUU. The protein sequence of the target gene is MLRLSLPPNVSMGFRLVALVALLFSHVDHITADTEAETGGNETTECTGSYYCKKGVILPIWEPQDPSFGDKIARATVYFVAMVYMFLGVSIIADRFMSSIEVITSQEKEITIKKPNGETTKTTVRIWNETVSNLTLMALGSSAPEILLSVIEVCGHNFTAGDLGPSTIVGSAAFNMFIIIALCVYVVPDGETRKIKHLRVFFVTAAWSIFAYTWLYIILSVSSPGVVEVWEGLLTFFFFPICVVFAWVADRRLLFYKYVYKRYRAGKQRGMIIEHEGDRPASKTEIEMDGKVVNSHVDNF.... Result: 1 (interaction).